This data is from Catalyst prediction with 721,799 reactions and 888 catalyst types from USPTO. The task is: Predict which catalyst facilitates the given reaction. (1) Reactant: [CH3:1][C:2]([C:4]1[CH:9]=[C:8]([O:10][CH2:11][C:12]([F:15])([F:14])[F:13])[CH:7]=[CH:6][C:5]=1[O:16][CH2:17][C:18]([F:21])([F:20])[F:19])=[O:3].[N+:22]([C:25]1[CH:32]=[CH:31][C:28]([CH:29]=O)=[CH:27][CH:26]=1)([O-:24])=[O:23].C(O)C.[OH-].[Na+]. Product: [F:21][C:18]([F:19])([F:20])[CH2:17][O:16][C:5]1[CH:6]=[CH:7][C:8]([O:10][CH2:11][C:12]([F:13])([F:14])[F:15])=[CH:9][C:4]=1[C:2](=[O:3])[CH:1]=[CH:29][C:28]1[CH:31]=[CH:32][C:25]([N+:22]([O-:24])=[O:23])=[CH:26][CH:27]=1. The catalyst class is: 13. (2) Reactant: C([O:3][C:4](=[O:27])[CH2:5][C:6]1[C:10]2[CH:11]=[CH:12][C:13]([O:15][CH2:16][C:17]3[CH:22]=[CH:21][C:20]([Cl:23])=[CH:19][C:18]=3[Cl:24])=[CH:14][C:9]=2[S:8](=[O:26])(=[O:25])[CH:7]=1)C.C1COCC1.CO.O.[OH-].[Li+]. Product: [Cl:24][C:18]1[CH:19]=[C:20]([Cl:23])[CH:21]=[CH:22][C:17]=1[CH2:16][O:15][C:13]1[CH:12]=[CH:11][C:10]2[C:6]([CH2:5][C:4]([OH:27])=[O:3])=[CH:7][S:8](=[O:26])(=[O:25])[C:9]=2[CH:14]=1. The catalyst class is: 6. (3) Reactant: B(Br)(Br)Br.C[O:6][C:7]1[CH:8]=[C:9]([CH:15]=[CH:16][C:17]2[O:21][N:20]=[C:19]([CH2:22][CH2:23][CH2:24][CH2:25][CH2:26][CH2:27][CH3:28])[N:18]=2)[CH:10]=[CH:11][C:12]=1[O:13]C. Product: [CH2:22]([C:19]1[N:18]=[C:17]([CH:16]=[CH:15][C:9]2[CH:8]=[C:7]([OH:6])[C:12]([OH:13])=[CH:11][CH:10]=2)[O:21][N:20]=1)[CH2:23][CH2:24][CH2:25][CH2:26][CH2:27][CH3:28]. The catalyst class is: 4. (4) Reactant: [Br:1][C:2]1[C:7](=[O:8])[N:6]([CH2:9][C:10]([NH:12][CH2:13][C@@H:14]2[CH2:18][CH2:17][N:16](C(OC(C)(C)C)=O)[CH2:15]2)=[O:11])[N:5]=[CH:4][C:3]=1[NH:26][C@@H:27]1[CH2:32][C@@H:31]2[CH2:33][C@@H:29]([C:30]2([CH3:35])[CH3:34])[C@H:28]1[CH3:36].FC(F)(F)C(O)=O.C(OCC)(=O)C. Product: [Br:1][C:2]1[C:7](=[O:8])[N:6]([CH2:9][C:10]([NH:12][CH2:13][C@H:14]2[CH2:18][CH2:17][NH:16][CH2:15]2)=[O:11])[N:5]=[CH:4][C:3]=1[NH:26][C@@H:27]1[CH2:32][C@@H:31]2[CH2:33][C@@H:29]([C:30]2([CH3:35])[CH3:34])[C@H:28]1[CH3:36]. The catalyst class is: 4.